Task: Predict the product of the given reaction.. Dataset: Forward reaction prediction with 1.9M reactions from USPTO patents (1976-2016) (1) Given the reactants C([O:8][C:9]1[CH:14]=[CH:13][C:12]([O:15][CH2:16][CH3:17])=[CH:11][C:10]=1[CH2:18][C:19]([O:21][CH3:22])=[O:20])C1C=CC=CC=1, predict the reaction product. The product is: [OH:8][C:9]1[CH:14]=[CH:13][C:12]([O:15][CH2:16][CH3:17])=[CH:11][C:10]=1[CH2:18][C:19]([O:21][CH3:22])=[O:20]. (2) Given the reactants [Cl:1][C:2]1[CH:3]=[C:4]2[C:8](=[CH:9][CH:10]=1)[NH:7][C:6]([C:11]([NH:13][CH:14]1[CH2:22][C:21]3[C:16](=[CH:17][CH:18]=[CH:19][CH:20]=3)[CH:15]1[NH:23][CH2:24][C:25]#[N:26])=[O:12])=[CH:5]2.[N-:27]=[N+:28]=[N-:29].[Na+].[Cl-].[NH4+].CCOC(C)=O, predict the reaction product. The product is: [Cl:1][C:2]1[CH:3]=[C:4]2[C:8](=[CH:9][CH:10]=1)[NH:7][C:6]([C:11]([NH:13][C@@H:14]1[CH2:22][C:21]3[C:16](=[CH:17][CH:18]=[CH:19][CH:20]=3)[C@H:15]1[NH:23][CH2:24][C:25]1[NH:29][N:28]=[N:27][N:26]=1)=[O:12])=[CH:5]2.